From a dataset of Full USPTO retrosynthesis dataset with 1.9M reactions from patents (1976-2016). Predict the reactants needed to synthesize the given product. (1) Given the product [CH3:27][O:28][C:29](=[O:32])[CH2:30][O:21][C:18]1[CH:17]=[CH:16][C:15]2[N:14]3[CH2:22][CH2:23][CH2:24][C:13]3=[C:12]([CH2:11][C@@H:10]([NH:9][C:8]([O:7][C:3]([CH3:6])([CH3:4])[CH3:5])=[O:26])[CH3:25])[C:20]=2[CH:19]=1, predict the reactants needed to synthesize it. The reactants are: [H-].[Na+].[C:3]([O:7][C:8](=[O:26])[NH:9][C@@H:10]([CH3:25])[CH2:11][C:12]1[C:20]2[CH:19]=[C:18]([OH:21])[CH:17]=[CH:16][C:15]=2[N:14]2[CH2:22][CH2:23][CH2:24][C:13]=12)([CH3:6])([CH3:5])[CH3:4].[CH3:27][O:28][C:29](=[O:32])[CH2:30]Br.O. (2) Given the product [CH2:18]([C@@H:14]([CH2:13][CH2:12][C@H:8]([CH2:1][C:2]1[CH:3]=[CH:4][CH:5]=[CH:6][CH:7]=1)[C:9]([NH:26][C@H:27]1[CH2:33][CH2:32][S:31][C@H:30]2[CH2:34][CH2:35][CH2:36][C@@H:37]([C:38](=[O:39])[NH:40][CH2:41][CH2:42][CH3:43])[N:29]2[C:28]1=[O:44])=[O:11])[C:15]([NH:26][C@H:27]1[CH2:33][CH2:32][S:31][C@H:30]2[CH2:34][CH2:35][CH2:36][C@@H:37]([C:38](=[O:39])[NH:40][CH2:41][CH2:42][CH3:43])[N:29]2[C:28]1=[O:44])=[O:17])[C:19]1[CH:24]=[CH:23][CH:22]=[CH:21][CH:20]=1, predict the reactants needed to synthesize it. The reactants are: [CH2:1]([C@@H:8]([CH2:12][CH2:13][C@H:14]([CH2:18][C:19]1[CH:24]=[CH:23][CH:22]=[CH:21][CH:20]=1)[C:15]([OH:17])=O)[C:9]([OH:11])=O)[C:2]1[CH:7]=[CH:6][CH:5]=[CH:4][CH:3]=1.Cl.[NH2:26][C@H:27]1[CH2:33][CH2:32][S:31][C@H:30]2[CH2:34][CH2:35][CH2:36][C@@H:37]([C:38]([NH:40][CH2:41][CH2:42][CH3:43])=[O:39])[N:29]2[C:28]1=[O:44]. (3) Given the product [CH2:30]([O:37][C:38]1[CH:39]=[CH:40][C:41]([C@@H:44]2[CH2:46][C@H:45]2[NH:47][CH2:1][C:3]2[O:7][C:6]([NH:8][C:9](=[O:15])[O:10][C:11]([CH3:12])([CH3:13])[CH3:14])=[N:5][N:4]=2)=[CH:42][CH:43]=1)[C:31]1[CH:32]=[CH:33][CH:34]=[CH:35][CH:36]=1, predict the reactants needed to synthesize it. The reactants are: [CH:1]([C:3]1[O:7][C:6]([NH:8][C:9](=[O:15])[O:10][C:11]([CH3:14])([CH3:13])[CH3:12])=[N:5][N:4]=1)=O.[B-](OC(C)=O)(OC(C)=O)OC(C)=O.[Na+].[CH2:30]([O:37][C:38]1[CH:43]=[CH:42][C:41]([C@@H:44]2[CH2:46][C@H:45]2[NH2:47])=[CH:40][CH:39]=1)[C:31]1[CH:36]=[CH:35][CH:34]=[CH:33][CH:32]=1.[BH4-].[Na+]. (4) Given the product [F:14][C:11]1[CH:12]=[CH:13][C:8]([NH:18][CH:19]2[CH2:20][CH2:21][N:22]([C:25]([O:27][CH2:28][CH3:29])=[O:26])[CH2:23][CH2:24]2)=[C:9]([N+:15]([O-:17])=[O:16])[CH:10]=1, predict the reactants needed to synthesize it. The reactants are: C(=O)([O-])[O-].[Na+].[Na+].Cl[C:8]1[CH:13]=[CH:12][C:11]([F:14])=[CH:10][C:9]=1[N+:15]([O-:17])=[O:16].[NH2:18][CH:19]1[CH2:24][CH2:23][N:22]([C:25]([O:27][CH2:28][CH3:29])=[O:26])[CH2:21][CH2:20]1. (5) Given the product [C:1]1([C:11]2[CH:13]=[C:14]([NH2:15])[NH:17][N:16]=2)[C:10]2[C:5](=[CH:6][CH:7]=[CH:8][CH:9]=2)[CH:4]=[CH:3][CH:2]=1, predict the reactants needed to synthesize it. The reactants are: [C:1]1([C:11]([CH2:13][C:14]#[N:15])=O)[C:10]2[C:5](=[CH:6][CH:7]=[CH:8][CH:9]=2)[CH:4]=[CH:3][CH:2]=1.[NH2:16][NH2:17]. (6) Given the product [Cl:24][C:11]1[CH:10]=[C:9](/[CH:8]=[CH:7]/[C:6]([OH:25])=[O:5])[CH:14]=[C:13]([CH3:15])[C:12]=1[O:16][C:17]1[CH:22]=[CH:21][C:20]([OH:23])=[CH:19][N:18]=1, predict the reactants needed to synthesize it. The reactants are: C([O:5][C:6](=[O:25])/[CH:7]=[CH:8]/[C:9]1[CH:14]=[C:13]([CH3:15])[C:12]([O:16][C:17]2[CH:22]=[CH:21][C:20]([OH:23])=[CH:19][N:18]=2)=[C:11]([Cl:24])[CH:10]=1)CCC.[OH-].[Na+]. (7) Given the product [C:32]([O:31][C:29](=[O:30])[NH:28][C:14]1([C:17](=[O:27])[NH:18][C:19]2[CH:24]=[CH:23][C:22]([CH2:25][CH3:26])=[CH:21][CH:20]=2)[CH2:13][CH2:12][NH:11][CH2:16][CH2:15]1)([CH3:34])([CH3:33])[CH3:35], predict the reactants needed to synthesize it. The reactants are: C(OC([N:11]1[CH2:16][CH2:15][C:14]([NH:28][C:29]([O:31][C:32]([CH3:35])([CH3:34])[CH3:33])=[O:30])([C:17](=[O:27])[NH:18][C:19]2[CH:24]=[CH:23][C:22]([CH2:25][CH3:26])=[CH:21][CH:20]=2)[CH2:13][CH2:12]1)=O)C1C=CC=CC=1.